From a dataset of CYP1A2 inhibition data for predicting drug metabolism from PubChem BioAssay. Regression/Classification. Given a drug SMILES string, predict its absorption, distribution, metabolism, or excretion properties. Task type varies by dataset: regression for continuous measurements (e.g., permeability, clearance, half-life) or binary classification for categorical outcomes (e.g., BBB penetration, CYP inhibition). Dataset: cyp1a2_veith. (1) The drug is CSc1nncc(/C(C)=N\Nc2ccccc2)n1. The result is 1 (inhibitor). (2) The compound is CC(CC(=O)O)(CC(=O)O)c1ccccc1. The result is 0 (non-inhibitor). (3) The molecule is N=C(N)c1ccc(OCCCCCOc2ccc(C(=N)N)cc2)cc1.O=S([O-])OCCO.O=S([O-])OCCO. The result is 0 (non-inhibitor). (4) The compound is Cc1cc2ncn(C3CC(=O)N(C)C3=O)c2cc1C. The result is 0 (non-inhibitor). (5) The drug is COc1ccc(C(C(=O)NC2CCCC2)N(C(=O)c2snc(-c3ccc(F)cc3)c2N)c2ccc(F)cc2)cc1. The result is 0 (non-inhibitor). (6) The drug is COC(=O)c1ccc(C(=O)OC)c(NC(=O)CSCc2ccc(Br)cc2)c1. The result is 1 (inhibitor). (7) The compound is O=c1c(-c2ccc(Cl)cc2)nc2cnc(N3CCNCC3)nc2n1-c1ccccc1. The result is 1 (inhibitor). (8) The compound is O=C(c1ccco1)N1CCN(c2nc(-c3ccc(F)cc3)cs2)CC1. The result is 1 (inhibitor). (9) The result is 0 (non-inhibitor). The drug is CCC1(c2ccccc2)C(=O)NCNC1=O. (10) The result is 0 (non-inhibitor). The molecule is COc1ccc(C(=O)N2CCC3(CC2)CN(C(=O)Nc2cccc(C#N)c2)C3)cc1.